From a dataset of Forward reaction prediction with 1.9M reactions from USPTO patents (1976-2016). Predict the product of the given reaction. (1) Given the reactants Br[C:2]1[CH:17]=[CH:16][CH:15]=[CH:14][C:3]=1[CH2:4]P(C(C)(C)C)C(C)(C)C.C1N2CCN(CC2)C1.[CH3:26][C:27]12OC3(C)OC(CC(C)(O3)P1)[CH2:34]2, predict the reaction product. The product is: [CH3:26][CH2:27][CH2:34][CH2:4][CH2:3][CH2:14][CH2:15][CH2:16][CH2:17][CH3:2]. (2) The product is: [F:21][C:22]1[C:23]([CH:32]([OH:33])[CH2:34][N:7]2[CH2:8][CH2:9][N:4]([CH2:3][CH:2]([OH:1])[C:10]3[CH:19]=[CH:18][C:13]4[C:14](=[O:17])[O:15][CH2:16][C:12]=4[C:11]=3[CH3:20])[CH2:5][CH2:6]2)=[CH:24][C:25]([O:30][CH3:31])=[C:26]([CH:29]=1)[C:27]#[N:28]. Given the reactants [OH:1][CH:2]([C:10]1[CH:19]=[CH:18][C:13]2[C:14](=[O:17])[O:15][CH2:16][C:12]=2[C:11]=1[CH3:20])[CH2:3][N:4]1[CH2:9][CH2:8][NH:7][CH2:6][CH2:5]1.[F:21][C:22]1[C:23]([CH:32]2[CH2:34][O:33]2)=[CH:24][C:25]([O:30][CH3:31])=[C:26]([CH:29]=1)[C:27]#[N:28], predict the reaction product. (3) The product is: [Br:18][C:19]1[CH:20]=[C:21]([NH:25][C:26]([O:1][C@H:2]2[CH2:6][N:5]([C:7]([O:9][C:10]([CH3:11])([CH3:12])[CH3:13])=[O:8])[C@H:4]([C:14]([O:16][CH3:17])=[O:15])[CH2:3]2)=[O:27])[CH:22]=[CH:23][CH:24]=1. Given the reactants [OH:1][C@H:2]1[CH2:6][N:5]([C:7]([O:9][C:10]([CH3:13])([CH3:12])[CH3:11])=[O:8])[C@H:4]([C:14]([O:16][CH3:17])=[O:15])[CH2:3]1.[Br:18][C:19]1[CH:24]=[CH:23][CH:22]=[C:21]([N:25]=[C:26]=[O:27])[CH:20]=1, predict the reaction product.